This data is from Forward reaction prediction with 1.9M reactions from USPTO patents (1976-2016). The task is: Predict the product of the given reaction. (1) Given the reactants [Cl:1][C:2]1[CH:3]=[C:4]([NH:20]C(=O)C)[CH:5]=[C:6]([Cl:19])[C:7]=1[S:8][C:9]1[CH:14]=[C:13]([CH:15]([CH3:17])[CH3:16])[C:12](=[O:18])[NH:11][N:10]=1.[OH-].[Na+], predict the reaction product. The product is: [NH2:20][C:4]1[CH:3]=[C:2]([Cl:1])[C:7]([S:8][C:9]2[CH:14]=[C:13]([CH:15]([CH3:16])[CH3:17])[C:12](=[O:18])[NH:11][N:10]=2)=[C:6]([Cl:19])[CH:5]=1. (2) Given the reactants [C:1]([C:3]1[CH:4]=[C:5]([C:18]2[CH2:19][CH2:20][C@@H:21]([C:23]([O:25][CH3:26])=[O:24])[N:22]=2)[CH:6]=[CH:7][C:8]=1[O:9][CH2:10][C:11]1[CH:16]=[CH:15][CH:14]=[CH:13][C:12]=1[F:17])#[N:2], predict the reaction product. The product is: [C:1]([C:3]1[CH:4]=[C:5]([C@@H:18]2[NH:22][C@H:21]([C:23]([O:25][CH3:26])=[O:24])[CH2:20][CH2:19]2)[CH:6]=[CH:7][C:8]=1[O:9][CH2:10][C:11]1[CH:16]=[CH:15][CH:14]=[CH:13][C:12]=1[F:17])#[N:2]. (3) Given the reactants CN1C[C:6](=[O:8])[C:5]2[CH:9]=[CH:10][CH:11]=[CH:12][C:4]=2O1.C([O-])(=O)C.[NH4+:17].C[N:19](C)[C:20](=O)[CH3:21], predict the reaction product. The product is: [CH3:21][C:20]1[NH:17][C:6](=[O:8])[C:5]2[C:4](=[CH:12][CH:11]=[CH:10][CH:9]=2)[N:19]=1. (4) Given the reactants [C:1]([O-:5])(=O)[CH2:2][CH3:3].[Na+].[CH2:7]([C:10]1[CH:15]=[CH:14][CH:13]=[C:12]([CH2:16][CH2:17][CH3:18])[C:11]=1[OH:19])[CH2:8][CH3:9], predict the reaction product. The product is: [CH2:16]([C:12]1[CH:13]=[C:14]([C:1](=[O:5])[CH2:2][CH3:3])[CH:15]=[C:10]([CH2:7][CH2:8][CH3:9])[C:11]=1[OH:19])[CH2:17][CH3:18]. (5) Given the reactants [Cl:1][C:2]1[C:3]([CH2:49][C:50]2[CH:55]=[CH:54][C:53]([CH2:56][CH3:57])=[CH:52][CH:51]=2)=[CH:4][C:5]([C@H:10]2[C@H:15]([O:16][CH2:17][C:18]3[CH:23]=[CH:22][CH:21]=[CH:20][CH:19]=3)[C@@H:14]([O:24][CH2:25][C:26]3[CH:31]=[CH:30][CH:29]=[CH:28][CH:27]=3)[C@H:13]([O:32][CH2:33][C:34]3[CH:39]=[CH:38][CH:37]=[CH:36][CH:35]=3)[C@@H:12]([CH2:40][O:41][CH2:42][C:43]3[CH:48]=[CH:47][CH:46]=[CH:45][CH:44]=3)[O:11]2)=[C:6]([CH:9]=1)[CH:7]=[O:8].OO.Cl([O-])(=O)(=O)=[O:61].[Na+], predict the reaction product. The product is: [Cl:1][C:2]1[C:3]([CH2:49][C:50]2[CH:51]=[CH:52][C:53]([CH2:56][CH3:57])=[CH:54][CH:55]=2)=[CH:4][C:5]([C@H:10]2[C@H:15]([O:16][CH2:17][C:18]3[CH:19]=[CH:20][CH:21]=[CH:22][CH:23]=3)[C@@H:14]([O:24][CH2:25][C:26]3[CH:31]=[CH:30][CH:29]=[CH:28][CH:27]=3)[C@H:13]([O:32][CH2:33][C:34]3[CH:39]=[CH:38][CH:37]=[CH:36][CH:35]=3)[C@@H:12]([CH2:40][O:41][CH2:42][C:43]3[CH:44]=[CH:45][CH:46]=[CH:47][CH:48]=3)[O:11]2)=[C:6]([CH:9]=1)[C:7]([OH:61])=[O:8]. (6) Given the reactants Br.Br[CH2:3][C:4]([C:6]1[CH:11]=[N:10][CH:9]=[CH:8][N:7]=1)=[O:5].[C:12]1(=[O:22])[NH:16][C:15](=[O:17])[C:14]2=[CH:18][CH:19]=[CH:20][CH:21]=[C:13]12.[K], predict the reaction product. The product is: [O:5]=[C:4]([C:6]1[CH:11]=[N:10][CH:9]=[CH:8][N:7]=1)[CH2:3][N:16]1[C:12](=[O:22])[C:13]2[C:14](=[CH:18][CH:19]=[CH:20][CH:21]=2)[C:15]1=[O:17].